Predict the reactants needed to synthesize the given product. From a dataset of Full USPTO retrosynthesis dataset with 1.9M reactions from patents (1976-2016). (1) Given the product [N+:1]([C:4]1[CH:5]=[C:6]([C:10]([NH:12][NH:13][C:15]([NH:14][C:28]2[CH:27]=[CH:26][C:25]([O:24][C:23]3[CH:31]=[CH:32][C:20]([N+:17]([O-:19])=[O:18])=[CH:21][CH:22]=3)=[CH:30][CH:29]=2)=[S:16])=[O:11])[CH:7]=[CH:8][CH:9]=1)([O-:3])=[O:2], predict the reactants needed to synthesize it. The reactants are: [N+:1]([C:4]1[CH:5]=[C:6]([C:10]([NH:12][NH2:13])=[O:11])[CH:7]=[CH:8][CH:9]=1)([O-:3])=[O:2].[N-:14]=[C:15]=[S:16].[N+:17]([C:20]1[CH:32]=[CH:31][C:23]([O:24][C:25]2[CH:30]=[CH:29][CH:28]=[CH:27][CH:26]=2)=[CH:22][CH:21]=1)([O-:19])=[O:18]. (2) Given the product [Cl:1][C:2]1[N:7]=[C:6]([C:8]([O:10][CH2:11][CH3:12])=[O:9])[C:5]([NH:17][CH:14]2[CH2:16][CH2:15]2)=[CH:4][N:3]=1, predict the reactants needed to synthesize it. The reactants are: [Cl:1][C:2]1[N:7]=[C:6]([C:8]([O:10][CH2:11][CH3:12])=[O:9])[C:5](F)=[CH:4][N:3]=1.[CH:14]1([NH2:17])[CH2:16][CH2:15]1. (3) Given the product [Br:1][C:2]1[C:3](=[O:9])[NH:4][N:5]=[CH:6][C:7]=1[N:22]1[CH2:21][CH2:20][CH:19]([C:12]2[C:13]([O:17][CH3:18])=[CH:14][CH:15]=[CH:16][C:11]=2[F:10])[CH2:24][CH2:23]1, predict the reactants needed to synthesize it. The reactants are: [Br:1][C:2]1[C:3](=[O:9])[NH:4][N:5]=[CH:6][C:7]=1Br.[F:10][C:11]1[CH:16]=[CH:15][CH:14]=[C:13]([O:17][CH3:18])[C:12]=1[CH:19]1[CH2:24][CH2:23][NH:22][CH2:21][CH2:20]1.CCN(C(C)C)C(C)C.